Dataset: CYP1A2 inhibition data for predicting drug metabolism from PubChem BioAssay. Task: Regression/Classification. Given a drug SMILES string, predict its absorption, distribution, metabolism, or excretion properties. Task type varies by dataset: regression for continuous measurements (e.g., permeability, clearance, half-life) or binary classification for categorical outcomes (e.g., BBB penetration, CYP inhibition). Dataset: cyp1a2_veith. (1) The drug is CN(C)c1ncc2nc(CCc3ccccc3)c(=O)n(-c3ccccc3)c2n1. The result is 1 (inhibitor). (2) The drug is CCOC(=O)CNC(=O)CSc1nnc(-c2ccncc2)n1-c1ccc(Cl)cc1. The result is 0 (non-inhibitor). (3) The molecule is Cc1cc(C(=O)Nc2ccc(N3CCOCC3)cc2)c2ccccc2n1. The result is 1 (inhibitor). (4) The molecule is COc1cccc(-c2nc(NCc3cnc(C)cn3)c3ccccc3n2)c1. The result is 1 (inhibitor).